Dataset: Forward reaction prediction with 1.9M reactions from USPTO patents (1976-2016). Task: Predict the product of the given reaction. (1) Given the reactants [NH2:1][C:2]1[CH:7]=[C:6]([O:8][C:9]2[C:14]([F:15])=[CH:13][C:12]([NH:16][C:17]([C:19]3([C:22]([NH:24][C:25]4[CH:30]=[CH:29][C:28]([F:31])=[CH:27][CH:26]=4)=[O:23])[CH2:21][CH2:20]3)=[O:18])=[C:11]([F:32])[CH:10]=2)[CH:5]=[CH:4][N:3]=1.[CH2:33]([N:35]([CH2:38][CH3:39])[CH2:36]C)C.Cl[C:41](OC1C=CC=CC=1)=[O:42].C(OCC)(=[O:52])C, predict the reaction product. The product is: [F:32][C:11]1[CH:10]=[C:9]([O:8][C:6]2[CH:5]=[CH:4][N:3]=[C:2]([NH:1][C:36]([N:35]3[CH2:33][CH:39]([CH2:41][OH:42])[CH2:38]3)=[O:52])[CH:7]=2)[C:14]([F:15])=[CH:13][C:12]=1[NH:16][C:17]([C:19]1([C:22]([NH:24][C:25]2[CH:26]=[CH:27][C:28]([F:31])=[CH:29][CH:30]=2)=[O:23])[CH2:21][CH2:20]1)=[O:18]. (2) The product is: [ClH:1].[F:15][C:14]([F:17])([F:16])[C:10]1[CH:9]=[C:8]([N:7]2[C:3]([CH2:2][N:18]3[CH2:22][CH2:21][CH:20]([C:23]#[N:24])[CH2:19]3)=[N:4][N:5]=[N:6]2)[CH:13]=[CH:12][CH:11]=1. Given the reactants [Cl:1][CH2:2][C:3]1[N:7]([C:8]2[CH:13]=[CH:12][CH:11]=[C:10]([C:14]([F:17])([F:16])[F:15])[CH:9]=2)[N:6]=[N:5][N:4]=1.[NH:18]1[CH2:22][CH2:21][CH:20]([C:23]#[N:24])[CH2:19]1.C(N(CC)CC)C, predict the reaction product. (3) Given the reactants [O:1]=[S:2]1(=[O:16])[CH2:6][CH2:5][CH2:4][N:3]1[C:7]1[CH:15]=[CH:14][C:10]([C:11]([OH:13])=O)=[CH:9][CH:8]=1.Cl.[CH:18]1([C:21]2[CH:22]=[C:23]([CH3:33])[C:24]([N:27]3[CH2:32][CH2:31][NH:30][CH2:29][CH2:28]3)=[N:25][CH:26]=2)[CH2:20][CH2:19]1, predict the reaction product. The product is: [CH:18]1([C:21]2[CH:22]=[C:23]([CH3:33])[C:24]([N:27]3[CH2:28][CH2:29][N:30]([C:11]([C:10]4[CH:9]=[CH:8][C:7]([N:3]5[CH2:4][CH2:5][CH2:6][S:2]5(=[O:1])=[O:16])=[CH:15][CH:14]=4)=[O:13])[CH2:31][CH2:32]3)=[N:25][CH:26]=2)[CH2:20][CH2:19]1.